Dataset: Peptide-MHC class I binding affinity with 185,985 pairs from IEDB/IMGT. Task: Regression. Given a peptide amino acid sequence and an MHC pseudo amino acid sequence, predict their binding affinity value. This is MHC class I binding data. The peptide sequence is YSKPWMAFF. The MHC is HLA-A69:01 with pseudo-sequence HLA-A69:01. The binding affinity (normalized) is 0.266.